Dataset: Full USPTO retrosynthesis dataset with 1.9M reactions from patents (1976-2016). Task: Predict the reactants needed to synthesize the given product. (1) Given the product [C:2]([C:5]1[CH:10]([CH2:11][CH:12]2[C:23](=[O:24])[C:22]3[C:14](=[CH:15][C:16]4[O:20][CH2:19][O:18][C:17]=4[CH:21]=3)[CH2:13]2)[CH:9]=[CH:8][N:7]([CH2:25][C:26]2[CH:31]=[CH:30][CH:29]=[CH:28][C:27]=2[CH3:32])[CH:6]=1)(=[O:4])[CH3:3], predict the reactants needed to synthesize it. The reactants are: [Br-].[C:2]([C:5]1[CH:6]=[N+:7]([CH2:25][C:26]2[CH:31]=[CH:30][CH:29]=[CH:28][C:27]=2[CH3:32])[CH:8]=[CH:9][C:10]=1[CH2:11][CH:12]1[C:23](=[O:24])[C:22]2[C:14](=[CH:15][C:16]3[O:20][CH2:19][O:18][C:17]=3[CH:21]=2)[CH2:13]1)(=[O:4])[CH3:3].C1C(C(N)=O)=CN(CC2C=CC=CC=2)C=C1. (2) Given the product [O:1]1[CH2:6][CH2:5][CH2:4][CH2:3][CH:2]1[O:7][C:8]1[CH:9]=[C:10]([CH:14]=[C:15]([O:17][CH:18]2[CH2:23][CH2:22][CH2:21][CH2:20][O:19]2)[CH:16]=1)[C:11]([O:13][N:40]1[C:44](=[O:45])[CH2:43][CH2:42][C:41]1=[O:46])=[O:12], predict the reactants needed to synthesize it. The reactants are: [O:1]1[CH2:6][CH2:5][CH2:4][CH2:3][CH:2]1[O:7][C:8]1[CH:9]=[C:10]([CH:14]=[C:15]([O:17][CH:18]2[CH2:23][CH2:22][CH2:21][CH2:20][O:19]2)[CH:16]=1)[C:11]([OH:13])=[O:12].C1(N=C=NC2CCCCC2)CCCCC1.O[N:40]1[C:44](=[O:45])[CH2:43][CH2:42][C:41]1=[O:46].CCOCC. (3) Given the product [OH:1][CH2:2][CH2:3][N:4]([CH2:33][CH2:34][C:35]1[CH:36]=[CH:37][CH:38]=[CH:39][CH:40]=1)[C:5](=[O:32])[NH:6][C@@H:7]([CH2:17][C:18]1[CH:19]=[CH:20][C:21]([OH:24])=[CH:22][CH:23]=1)[C:8]([N:10]1[CH2:11][CH2:12][N:13]([CH3:16])[CH2:14][CH2:15]1)=[O:9], predict the reactants needed to synthesize it. The reactants are: [OH:1][CH2:2][CH2:3][N:4]([CH2:33][CH2:34][C:35]1[CH:40]=[CH:39][CH:38]=[CH:37][CH:36]=1)[C:5](=[O:32])[NH:6][C@@H:7]([CH2:17][C:18]1[CH:23]=[CH:22][C:21]([O:24]CC2C=CC=CC=2)=[CH:20][CH:19]=1)[C:8]([N:10]1[CH2:15][CH2:14][N:13]([CH3:16])[CH2:12][CH2:11]1)=[O:9].CO. (4) Given the product [F:1][C:2]1[CH:3]=[C:4]([CH:8]2[CH2:9][CH2:10][C:11]([CH2:15][CH2:16][CH3:17])=[CH:12][O:13]2)[CH:5]=[CH:6][CH:7]=1, predict the reactants needed to synthesize it. The reactants are: [F:1][C:2]1[CH:3]=[C:4]([CH:8]2[O:13][CH:12](O)[CH:11]([CH2:15][CH2:16][CH3:17])[CH2:10][CH2:9]2)[CH:5]=[CH:6][CH:7]=1.O=P12OP3(OP(OP(O3)(O1)=O)(=O)O2)=O.C(=O)(O)[O-].[Na+]. (5) The reactants are: Cl.[NH2:2][NH2:3].[C:4]([CH:6]1[CH2:10][N:9]([C:11]([O:13][C:14]([CH3:17])([CH3:16])[CH3:15])=[O:12])[C:8]([CH3:19])([CH3:18])[C:7]1=O)#[N:5]. Given the product [NH2:5][C:4]1[C:6]2[CH2:10][N:9]([C:11]([O:13][C:14]([CH3:17])([CH3:16])[CH3:15])=[O:12])[C:8]([CH3:19])([CH3:18])[C:7]=2[NH:2][N:3]=1, predict the reactants needed to synthesize it. (6) Given the product [CH3:25][N:6]1[C:5]2[CH:4]=[CH:3][CH:2]=[CH:1][C:11]=2[CH2:10][N:9]([C:12](=[O:17])[C:13]([F:16])([F:14])[F:15])[C:8]2[CH:18]=[CH:19][CH:20]=[CH:21][C:7]1=2, predict the reactants needed to synthesize it. The reactants are: [CH:1]1[C:11]2[CH2:10][N:9]([C:12](=[O:17])[C:13]([F:16])([F:15])[F:14])[C:8]3[CH:18]=[CH:19][CH:20]=[CH:21][C:7]=3[NH:6][C:5]=2[CH:4]=[CH:3][CH:2]=1.[H-].[Na+].I[CH3:25]. (7) Given the product [F:24][C:25]([F:38])([F:37])[S:26]([O:23][C:16]1[CH:17]=[C:18]([CH:20]2[CH2:22][CH2:21]2)[N:19]=[C:14]([C:11]2[S:10][C:9]([S:6](=[O:7])(=[O:8])[NH:5][C:1]([CH3:4])([CH3:2])[CH3:3])=[CH:13][CH:12]=2)[N:15]=1)(=[O:28])=[O:27], predict the reactants needed to synthesize it. The reactants are: [C:1]([NH:5][S:6]([C:9]1[S:10][C:11]([C:14]2[N:19]=[C:18]([CH:20]3[CH2:22][CH2:21]3)[CH:17]=[C:16]([OH:23])[N:15]=2)=[CH:12][CH:13]=1)(=[O:8])=[O:7])([CH3:4])([CH3:3])[CH3:2].[F:24][C:25]([F:38])([F:37])[S:26](O[S:26]([C:25]([F:38])([F:37])[F:24])(=[O:28])=[O:27])(=[O:28])=[O:27].